This data is from Forward reaction prediction with 1.9M reactions from USPTO patents (1976-2016). The task is: Predict the product of the given reaction. (1) Given the reactants [C:1]1([C:36]2[CH:41]=[CH:40][CH:39]=[CH:38][CH:37]=2)[CH:6]=[CH:5][CH:4]=[CH:3][C:2]=1[NH:7][C:8]([NH:10][C:11]1[CH:16]=[CH:15][CH:14]=[C:13]([CH2:17][CH:18]([NH:20][CH2:21][C@@H:22]([C:24]2[CH:35]=[CH:34][C:27]3[O:28]C(C)(C)[O:30][CH2:31][C:26]=3[CH:25]=2)[OH:23])[CH3:19])[CH:12]=1)=[O:9], predict the reaction product. The product is: [C:1]1([C:36]2[CH:37]=[CH:38][CH:39]=[CH:40][CH:41]=2)[CH:6]=[CH:5][CH:4]=[CH:3][C:2]=1[NH:7][C:8]([NH:10][C:11]1[CH:16]=[CH:15][CH:14]=[C:13]([CH2:17][CH:18]([NH:20][CH2:21][C@H:22]([OH:23])[C:24]2[CH:35]=[CH:34][C:27]([OH:28])=[C:26]([CH2:31][OH:30])[CH:25]=2)[CH3:19])[CH:12]=1)=[O:9]. (2) Given the reactants [CH3:1][O:2][C:3]1[CH:4]=[C:5]2[C:10](=[CH:11][C:12]=1[CH3:13])[NH:9][CH:8]=[CH:7][C:6]2=O.P(Cl)(Cl)([Cl:17])=O, predict the reaction product. The product is: [Cl:17][C:6]1[C:5]2[C:10](=[CH:11][C:12]([CH3:13])=[C:3]([O:2][CH3:1])[CH:4]=2)[N:9]=[CH:8][CH:7]=1. (3) Given the reactants [CH3:1][S:2][C:3]1[CH:14]=[CH:13][C:6]2[NH:7][C:8](=[O:12])O[C:10](=[O:11])[C:5]=2[CH:4]=1.[CH3:15][O:16][C:17]1[CH:28]=[C:27]([O:29][CH3:30])[CH:26]=[CH:25][C:18]=1[CH2:19][NH:20][CH2:21]C(O)=O, predict the reaction product. The product is: [CH3:15][O:16][C:17]1[CH:28]=[C:27]([O:29][CH3:30])[CH:26]=[CH:25][C:18]=1[CH2:19][N:20]1[C:10](=[O:11])[C:5]2[CH:4]=[C:3]([S:2][CH3:1])[CH:14]=[CH:13][C:6]=2[NH:7][C:8](=[O:12])[CH2:21]1. (4) Given the reactants [CH3:1][S:2][C:3]1[CH:8]=[CH:7][C:6]([C:9](=O)[CH2:10][C:11]([O:13]C)=O)=[CH:5][CH:4]=1.O.[NH2:17][NH2:18], predict the reaction product. The product is: [CH3:1][S:2][C:3]1[CH:8]=[CH:7][C:6]([C:9]2[CH:10]=[C:11]([OH:13])[NH:18][N:17]=2)=[CH:5][CH:4]=1. (5) Given the reactants Cl[C:2]1[CH:3]=[C:4]([CH:7]=[CH:8][N:9]=1)[C:5]#[N:6].[CH2:10]([O:17][C:18]1[CH:19]=[C:20](B(O)O)[CH:21]=[CH:22][CH:23]=1)[C:11]1[CH:16]=[CH:15][CH:14]=[CH:13][CH:12]=1.C(=O)([O-])[O-].[Na+].[Na+].O, predict the reaction product. The product is: [CH2:10]([O:17][C:18]1[CH:23]=[C:22]([C:2]2[CH:3]=[C:4]([CH:7]=[CH:8][N:9]=2)[C:5]#[N:6])[CH:21]=[CH:20][CH:19]=1)[C:11]1[CH:16]=[CH:15][CH:14]=[CH:13][CH:12]=1.